Dataset: Peptide-MHC class II binding affinity with 134,281 pairs from IEDB. Task: Regression. Given a peptide amino acid sequence and an MHC pseudo amino acid sequence, predict their binding affinity value. This is MHC class II binding data. (1) The MHC is DRB1_1501 with pseudo-sequence DRB1_1501. The peptide sequence is TIPQSLDSWWTSLNF. The binding affinity (normalized) is 0.196. (2) The peptide sequence is LAARTLLAAADELVG. The MHC is DRB1_0404 with pseudo-sequence DRB1_0404. The binding affinity (normalized) is 0.425.